Dataset: Reaction yield outcomes from USPTO patents with 853,638 reactions. Task: Predict the reaction yield, written as a fraction of the theoretical maximum amount of product (1.0 means a 100% yield; for example, 0.34 means a 34% yield). (1) The reactants are [CH:1]1([C:4](Cl)=[O:5])[CH2:3][CH2:2]1.[Cl:7][C:8]1[CH:33]=[CH:32][C:11]2[N:12]3[C:16]([CH2:17][NH:18][CH2:19][C:10]=2[CH:9]=1)=[N:15][N:14]=[C:13]3[CH:20]1[CH2:25][CH2:24][N:23]([C:26]2[N:31]=[CH:30][CH:29]=[CH:28][N:27]=2)[CH2:22][CH2:21]1. No catalyst specified. The product is [Cl:7][C:8]1[CH:33]=[CH:32][C:11]2[N:12]3[C:16]([CH2:17][N:18]([C:4]([CH:1]4[CH2:3][CH2:2]4)=[O:5])[CH2:19][C:10]=2[CH:9]=1)=[N:15][N:14]=[C:13]3[CH:20]1[CH2:25][CH2:24][N:23]([C:26]2[N:27]=[CH:28][CH:29]=[CH:30][N:31]=2)[CH2:22][CH2:21]1. The yield is 0.690. (2) The reactants are [Cl:1][C:2]1[C:11]2[O:10][CH2:9][CH2:8][CH2:7][C:6]=2[C:5]([CH3:12])=[CH:4][CH:3]=1.[Br:13]Br. The catalyst is CC(O)=O.C1(C)C=CC=CC=1. The product is [Br:13][C:4]1[CH:3]=[C:2]([Cl:1])[C:11]2[O:10][CH2:9][CH2:8][CH2:7][C:6]=2[C:5]=1[CH3:12]. The yield is 0.540. (3) The reactants are [C:1]([CH2:9][C:10]#[N:11])(=[O:8])[C:2]1[CH:7]=[CH:6][CH:5]=[CH:4][CH:3]=1.[H-].[Na+].Br.Br[CH2:16][C:17]([C:19]1[CH:20]=[N:21][CH:22]=[CH:23][CH:24]=1)=[O:18]. The catalyst is C1COCC1.[Cl-].[Na+].O. The product is [C:1]([CH:9]([CH2:16][C:17](=[O:18])[C:19]1[CH:20]=[N:21][CH:22]=[CH:23][CH:24]=1)[C:10]#[N:11])(=[O:8])[C:2]1[CH:7]=[CH:6][CH:5]=[CH:4][CH:3]=1. The yield is 0.930.